Dataset: Catalyst prediction with 721,799 reactions and 888 catalyst types from USPTO. Task: Predict which catalyst facilitates the given reaction. (1) Reactant: [C:1]([C:3]1[CH:4]=[C:5]([NH:9][C:10]2[C:19]3[C:14](=[CH:15][C:16]([F:21])=[C:17]([NH2:20])[CH:18]=3)[N:13]=[CH:12][N:11]=2)[CH:6]=[CH:7][CH:8]=1)#[CH:2].N1C=CC=CC=1.Cl[C:29]([O:31][C:32]1[CH:37]=[CH:36][CH:35]=[CH:34][CH:33]=1)=[O:30]. Product: [C:1]([C:3]1[CH:4]=[C:5]([NH:9][C:10]2[C:19]3[C:14](=[CH:15][C:16]([F:21])=[C:17]([NH:20][C:29](=[O:30])[O:31][C:32]4[CH:37]=[CH:36][CH:35]=[CH:34][CH:33]=4)[CH:18]=3)[N:13]=[CH:12][N:11]=2)[CH:6]=[CH:7][CH:8]=1)#[CH:2]. The catalyst class is: 3. (2) Product: [Cl:14][C:15]1[CH:20]=[CH:19][C:18]([S:21][CH:4]2[C:3]3[C:8](=[C:9]([F:12])[CH:10]=[CH:11][C:2]=3[F:1])[O:7][CH2:6][CH:5]2[OH:13])=[CH:17][CH:16]=1. Reactant: [F:1][C:2]1[CH:11]=[CH:10][C:9]([F:12])=[C:8]2[C:3]=1[CH:4]1[O:13][CH:5]1[CH2:6][O:7]2.[Cl:14][C:15]1[CH:20]=[CH:19][C:18]([SH:21])=[CH:17][CH:16]=1.O. The catalyst class is: 2. (3) Reactant: [N+:1]([C:4]1[CH:5]=[N:6][N:7]2[CH:12]=[CH:11][CH:10]=[CH:9][C:8]=12)([O-])=O.[Cl-].[Ca+2].[Cl-].O. Product: [N:6]1[N:7]2[CH:12]=[CH:11][CH:10]=[CH:9][C:8]2=[C:4]([NH2:1])[CH:5]=1. The catalyst class is: 490. (4) Reactant: [Cl:1][C:2]1[CH:7]=[CH:6][C:5]([C:8]2[CH:9]=[C:10]3[C:16]([C:17]([C:19]4[C:20]([F:33])=[C:21]([NH:26][S:27]([CH2:30][CH2:31][CH3:32])(=[O:29])=[O:28])[CH:22]=[CH:23][C:24]=4[F:25])=[O:18])=[CH:15][NH:14][C:11]3=[N:12][CH:13]=2)=[CH:4][CH:3]=1.[OH-].[K+].C(OC([NH:43][CH2:44][C:45]([O:47][CH2:48]Cl)=[O:46])=O)(C)(C)C. Product: [ClH:1].[NH2:43][CH2:44][C:45]([O:47][CH2:48][N:14]1[C:11]2=[N:12][CH:13]=[C:8]([C:5]3[CH:6]=[CH:7][C:2]([Cl:1])=[CH:3][CH:4]=3)[CH:9]=[C:10]2[C:16]([C:17](=[O:18])[C:19]2[C:24]([F:25])=[CH:23][CH:22]=[C:21]([NH:26][S:27]([CH2:30][CH2:31][CH3:32])(=[O:28])=[O:29])[C:20]=2[F:33])=[CH:15]1)=[O:46]. The catalyst class is: 3. (5) Reactant: [CH3:1][C:2]1[CH:3]=[C:4]([O:15][C:16]2[C:25]3[C:20](=[CH:21][C:22]([OH:28])=[C:23]([O:26][CH3:27])[CH:24]=3)[N:19]=[CH:18][CH:17]=2)[C:5]([C:9]2[CH:14]=[CH:13][CH:12]=[CH:11][CH:10]=2)=[N:6][C:7]=1[CH3:8].C(=O)([O-])[O-].[K+].[K+].[CH2:35]([CH:37]1[O:39][CH2:38]1)Br.O. Product: [CH3:1][C:2]1[CH:3]=[C:4]([O:15][C:16]2[C:25]3[C:20](=[CH:21][C:22]([O:28][CH2:35][CH:37]4[CH2:38][O:39]4)=[C:23]([O:26][CH3:27])[CH:24]=3)[N:19]=[CH:18][CH:17]=2)[C:5]([C:9]2[CH:10]=[CH:11][CH:12]=[CH:13][CH:14]=2)=[N:6][C:7]=1[CH3:8]. The catalyst class is: 9.